From a dataset of Full USPTO retrosynthesis dataset with 1.9M reactions from patents (1976-2016). Predict the reactants needed to synthesize the given product. Given the product [Cl:1][C:2]1[CH:7]=[C:6]([Cl:8])[CH:5]=[CH:4][C:3]=1[CH:9]1[CH:18]([C:19]([NH:21][CH2:22][CH2:23][C:24]2[CH:25]=[C:26]([CH2:30][C:31]([OH:33])=[O:32])[CH:27]=[CH:28][CH:29]=2)=[O:20])[C:17]2[C:12](=[CH:13][CH:14]=[CH:15][CH:16]=2)[C:11](=[O:43])[N:10]1[CH:44]1[CH2:49][CH2:48][CH2:47][CH2:46][CH:45]1[OH:50], predict the reactants needed to synthesize it. The reactants are: [Cl:1][C:2]1[CH:7]=[C:6]([Cl:8])[CH:5]=[CH:4][C:3]=1[CH:9]1[CH:18]([C:19]([NH:21][CH2:22][CH2:23][C:24]2[CH:25]=[C:26]([CH2:30][C:31]([O:33]CC3C=CC(OC)=CC=3)=[O:32])[CH:27]=[CH:28][CH:29]=2)=[O:20])[C:17]2[C:12](=[CH:13][CH:14]=[CH:15][CH:16]=2)[C:11](=[O:43])[N:10]1[CH:44]1[CH2:49][CH2:48][CH2:47][CH2:46][CH:45]1[OH:50].FC(F)(F)C(O)=O.